Dataset: Catalyst prediction with 721,799 reactions and 888 catalyst types from USPTO. Task: Predict which catalyst facilitates the given reaction. (1) Reactant: [CH3:1][O:2][C:3]1[CH:40]=[C:39]([O:41][CH3:42])[CH:38]=[CH:37][C:4]=1[CH2:5][N:6]([C:30]1[CH:35]=[CH:34][CH:33]=[C:32]([F:36])[N:31]=1)[S:7]([C:10]1[C:28]([F:29])=[CH:27][C:13]2[N:14]([C@@H:18]([C:20]3[CH:25]=[CH:24][CH:23]=[CH:22][C:21]=3I)[CH3:19])[C:15](=[O:17])[O:16][C:12]=2[CH:11]=1)(=[O:9])=[O:8].[O:43]=[C:44]1[CH2:47][N:46]([C:48]([O:50][C:51]([CH3:54])([CH3:53])[CH3:52])=[O:49])[CH2:45]1.[NH4+].[Cl-]. Product: [CH3:1][O:2][C:3]1[CH:40]=[C:39]([O:41][CH3:42])[CH:38]=[CH:37][C:4]=1[CH2:5][N:6]([C:30]1[CH:35]=[CH:34][CH:33]=[C:32]([F:36])[N:31]=1)[S:7]([C:10]1[C:28]([F:29])=[CH:27][C:13]2[N:14]([C@@H:18]([C:20]3[CH:25]=[CH:24][CH:23]=[CH:22][C:21]=3[C:44]3([OH:43])[CH2:45][N:46]([C:48]([O:50][C:51]([CH3:53])([CH3:52])[CH3:54])=[O:49])[CH2:47]3)[CH3:19])[C:15](=[O:17])[O:16][C:12]=2[CH:11]=1)(=[O:9])=[O:8]. The catalyst class is: 774. (2) Reactant: [P:1]([Cl:5])(Cl)([Cl:3])=[O:2].[CH3:6][CH:7]([CH:13]([CH2:16][CH2:17][CH:18]([CH3:24])[CH2:19][C:20]([CH3:23])([CH3:22])[CH3:21])[CH2:14][OH:15])[CH2:8][C:9]([CH3:12])([CH3:11])[CH3:10].C(N(CC)CC)C. Product: [CH3:6][CH:7]([CH:13]([CH2:16][CH2:17][CH:18]([CH3:24])[CH2:19][C:20]([CH3:21])([CH3:23])[CH3:22])[CH2:14][O:15][P:1]([Cl:5])([Cl:3])=[O:2])[CH2:8][C:9]([CH3:10])([CH3:11])[CH3:12]. The catalyst class is: 11. (3) Reactant: [CH3:1][O:2][C:3]1[CH:4]=[C:5]([C:15]2[CH:59]=[CH:58][C:18]([C:19]([N:21]3[CH2:26][CH2:25][N:24]([CH2:27][CH2:28][CH2:29][N:30]4[CH2:35][CH2:34][N:33]([C:36](=[O:57])[C:37]5[CH:42]=[CH:41][C:40]([C:43]6[CH:48]=[C:47]([O:49][CH3:50])[C:46]([O:51][CH2:52][CH2:53][CH3:54])=[C:45]([O:55][CH3:56])[CH:44]=6)=[CH:39][CH:38]=5)[CH2:32][CH2:31]4)[CH2:23][CH2:22]3)=[O:20])=[CH:17][CH:16]=2)[CH:6]=[C:7]([O:13][CH3:14])[C:8]=1[O:9][CH2:10][CH2:11][CH3:12].C(OCC)(=O)C.[ClH:66].C(OCC)C. Product: [ClH:66].[ClH:66].[CH3:50][O:49][C:47]1[CH:48]=[C:43]([C:40]2[CH:39]=[CH:38][C:37]([C:36]([N:33]3[CH2:34][CH2:35][N:30]([CH2:29][CH2:28][CH2:27][N:24]4[CH2:25][CH2:26][N:21]([C:19](=[O:20])[C:18]5[CH:58]=[CH:59][C:15]([C:5]6[CH:4]=[C:3]([O:2][CH3:1])[C:8]([O:9][CH2:10][CH2:11][CH3:12])=[C:7]([O:13][CH3:14])[CH:6]=6)=[CH:16][CH:17]=5)[CH2:22][CH2:23]4)[CH2:31][CH2:32]3)=[O:57])=[CH:42][CH:41]=2)[CH:44]=[C:45]([O:55][CH3:56])[C:46]=1[O:51][CH2:52][CH2:53][CH3:54]. The catalyst class is: 5. (4) Reactant: [F:1][CH:2]([CH2:5][N:6]1[C:11](=[O:12])[CH:10]=[N:9][C:8]2[CH:13]=[CH:14][C:15]([O:17][CH3:18])=[N:16][C:7]1=2)[CH:3]=O.[NH2:19][CH:20]1[CH2:24][N:23]([C:25]2[CH:26]=[CH:27][C:28]3[O:33][CH2:32][C:31](=[O:34])[NH:30][C:29]=3[CH:35]=2)[C:22](=[O:36])[CH2:21]1.C(O)(=O)C.S([O-])([O-])(=O)=O.[Na+].[Na+].C(O[BH-](OC(=O)C)OC(=O)C)(=O)C.[Na+]. Product: [F:1][CH:2]([CH2:3][NH:19][CH:20]1[CH2:21][C:22](=[O:36])[N:23]([C:25]2[CH:26]=[CH:27][C:28]3[O:33][CH2:32][C:31](=[O:34])[NH:30][C:29]=3[CH:35]=2)[CH2:24]1)[CH2:5][N:6]1[C:11](=[O:12])[CH:10]=[N:9][C:8]2[CH:13]=[CH:14][C:15]([O:17][CH3:18])=[N:16][C:7]1=2. The catalyst class is: 204. (5) The catalyst class is: 5. Reactant: [F:1][C:2]1[CH:7]=[CH:6][C:5]([C:8](=[O:20])[CH2:9][CH2:10][CH2:11][C:12]([N:14]2[CH2:19][CH2:18][O:17][CH2:16][CH2:15]2)=[O:13])=[CH:4][CH:3]=1.C(OCC)(=O)C. Product: [F:1][C:2]1[CH:7]=[CH:6][C:5]([C@@H:8]([OH:20])[CH2:9][CH2:10][CH2:11][C:12]([N:14]2[CH2:15][CH2:16][O:17][CH2:18][CH2:19]2)=[O:13])=[CH:4][CH:3]=1. (6) Reactant: [C:1]([O:4][C@@H:5]1[C@@H:10]([O:11][C:12](=[O:14])[CH3:13])[C@H:9]([O:15][C:16](=[O:18])[CH3:17])[C@@H:8]([CH2:19][O:20][C:21](=[O:23])[CH3:22])[O:7][C@@H:6]1Br)(=[O:3])[CH3:2].[CH3:25][S:26](=[S:29])([O-:28])=[O:27].[Na+].CN(C=O)C.[O-]S([O-])(=O)=O.[Na+].[Na+]. Product: [CH3:25][S:26](=[S:29])([O:28][C@@H:6]1[O:7][C@H:8]([CH2:19][O:20][C:21](=[O:23])[CH3:22])[C@@H:9]([O:15][C:16](=[O:18])[CH3:17])[C@H:10]([O:11][C:12](=[O:14])[CH3:13])[C@H:5]1[O:4][C:1](=[O:3])[CH3:2])=[O:27]. The catalyst class is: 596. (7) Reactant: [N+:1]([C:4]1[CH:5]=[N:6][NH:7][CH:8]=1)([O-:3])=[O:2].[C:9]1(B(O)O)[CH:14]=[CH:13][CH:12]=[CH:11][CH:10]=1.[OH-].[Na+]. Product: [N+:1]([C:4]1[CH:5]=[N:6][N:7]([C:9]2[CH:14]=[CH:13][CH:12]=[CH:11][CH:10]=2)[CH:8]=1)([O-:3])=[O:2]. The catalyst class is: 5. (8) Reactant: C([O:3][C:4](=O)[CH2:5][C:6]1[C:7]2[C:14]([Br:15])=[CH:13][CH:12]=[C:11]([CH3:16])[C:8]=2[S:9][CH:10]=1)C.[H-].[Al+3].[Li+].[H-].[H-].[H-].[OH-].[Na+].[O-]S([O-])(=O)=O.[Na+].[Na+]. Product: [Br:15][C:14]1[C:7]2[C:6]([CH2:5][CH2:4][OH:3])=[CH:10][S:9][C:8]=2[C:11]([CH3:16])=[CH:12][CH:13]=1. The catalyst class is: 20.